Dataset: NCI-60 drug combinations with 297,098 pairs across 59 cell lines. Task: Regression. Given two drug SMILES strings and cell line genomic features, predict the synergy score measuring deviation from expected non-interaction effect. Drug 1: COC1=C2C(=CC3=C1OC=C3)C=CC(=O)O2. Drug 2: CCC1(C2=C(COC1=O)C(=O)N3CC4=CC5=C(C=CC(=C5CN(C)C)O)N=C4C3=C2)O.Cl. Cell line: HCC-2998. Synergy scores: CSS=0.840, Synergy_ZIP=-9.66, Synergy_Bliss=-28.2, Synergy_Loewe=-44.0, Synergy_HSA=-30.1.